This data is from Retrosynthesis with 50K atom-mapped reactions and 10 reaction types from USPTO. The task is: Predict the reactants needed to synthesize the given product. (1) Given the product OCCOc1cccc(OCc2ccccc2)c1, predict the reactants needed to synthesize it. The reactants are: BrCc1ccccc1.OCCOc1cccc(O)c1. (2) Given the product Cn1c(CN2CCC(C3COC3)CC2)nc2c(N3CCOCC3)nc(-n3c(C(C)(F)F)nc4ccccc43)nc21, predict the reactants needed to synthesize it. The reactants are: CC(F)(F)C(=O)O.Cn1c(CN2CCC(C3COC3)CC2)nc2c(N3CCOCC3)nc(Nc3ccccc3N)nc21. (3) Given the product COc1ccc2nccc(CCC3(O)CCN(N)CC3)c2n1, predict the reactants needed to synthesize it. The reactants are: COc1ccc2nccc(CCC3(O)CCN(N=O)CC3)c2n1. (4) Given the product Nc1cccc(C(=O)NCc2cccc(Nc3nc(Cl)ncc3Cl)c2)c1, predict the reactants needed to synthesize it. The reactants are: O=C(NCc1cccc(Nc2nc(Cl)ncc2Cl)c1)c1cccc([N+](=O)[O-])c1. (5) Given the product CC(C)(C)OC(=O)NCCO, predict the reactants needed to synthesize it. The reactants are: CC(C)(C)OC(=O)OC(=O)OC(C)(C)C.NCCO. (6) Given the product O=S(=O)(NCCn1ccnc1)c1ccc(S(=O)(=O)Nc2cccc3c(Cl)c[nH]c23)cc1, predict the reactants needed to synthesize it. The reactants are: O=S(=O)(NCCBr)c1ccc(S(=O)(=O)Nc2cccc3c(Cl)c[nH]c23)cc1.c1c[nH]cn1. (7) The reactants are: COc1ccnc(CCc2nc3cc(I)cnc3[nH]2)c1.O=S(=O)(NCCO)c1ccc(Br)cc1. Given the product COc1ccnc(CCc2nc3cc(-c4ccc(S(=O)(=O)NCCO)cc4)cnc3[nH]2)c1, predict the reactants needed to synthesize it.